This data is from Full USPTO retrosynthesis dataset with 1.9M reactions from patents (1976-2016). The task is: Predict the reactants needed to synthesize the given product. (1) Given the product [NH2:8][C:9]1[C:10]([C:19]([NH:7][C:2]2[CH:3]=[CH:4][CH:5]=[CH:6][N:1]=2)=[O:20])=[N:11][CH:12]=[C:13]([C:15]([F:18])([F:17])[F:16])[N:14]=1, predict the reactants needed to synthesize it. The reactants are: [N:1]1[CH:6]=[CH:5][CH:4]=[CH:3][C:2]=1[NH2:7].[NH2:8][C:9]1[C:10]([C:19](O)=[O:20])=[N:11][CH:12]=[C:13]([C:15]([F:18])([F:17])[F:16])[N:14]=1. (2) The reactants are: [CH3:1][O:2][C:3]1[CH:8]=[C:7]([C:9]([F:12])([F:11])[F:10])[C:6]([NH:13][C:14](=O)[CH3:15])=[C:5]([N+:17]([O-])=O)[CH:4]=1.[H][H]. Given the product [CH3:1][O:2][C:3]1[CH:8]=[C:7]([C:9]([F:12])([F:11])[F:10])[C:6]2[N:13]=[C:14]([CH3:15])[NH:17][C:5]=2[CH:4]=1, predict the reactants needed to synthesize it. (3) Given the product [O:17]1[C:18]2[CH:20]=[CH:23][C:22]([C:8]([CH3:9])=[CH:5][C:6]#[N:7])=[CH:21][C:25]=2[CH2:15][CH2:16]1, predict the reactants needed to synthesize it. The reactants are: [H-].[Na+].P(=O)([O-])O[C:5](CC)([CH2:8][CH3:9])[C:6]#[N:7].O.[CH3:15][CH2:16][O:17][C:18]([CH3:20])=O.[CH2:21]1[CH2:25]O[CH2:23][CH2:22]1. (4) Given the product [CH3:1][O:2][C:3]1[CH:11]=[CH:10][C:6]([C:7]([NH:31][C:30]2[CH:29]=[CH:28][N:27]=[CH:26][C:25]=2[NH:24][C:22](=[O:23])[C:21]2[CH:20]=[CH:19][C:18]([C:15]3[CH:14]=[CH:13][N:12]=[CH:17][CH:16]=3)=[CH:33][CH:32]=2)=[O:8])=[CH:5][CH:4]=1, predict the reactants needed to synthesize it. The reactants are: [CH3:1][O:2][C:3]1[CH:11]=[CH:10][C:6]([C:7](Cl)=[O:8])=[CH:5][CH:4]=1.[N:12]1[CH:17]=[CH:16][C:15]([C:18]2[CH:33]=[CH:32][C:21]([C:22]([NH:24][C:25]3[CH:26]=[N:27][CH:28]=[CH:29][C:30]=3[NH2:31])=[O:23])=[CH:20][CH:19]=2)=[CH:14][CH:13]=1. (5) Given the product [CH3:1][O:2][C:3](=[O:34])[CH:4]([NH2:14])[CH2:5][O:6][C:7]1[CH:12]=[CH:11][C:10]([Br:13])=[CH:9][CH:8]=1, predict the reactants needed to synthesize it. The reactants are: [CH3:1][O:2][C:3](=[O:34])[CH:4]([NH:14]C(C1C=CC=CC=1)(C1C=CC=CC=1)C1C=CC=CC=1)[CH2:5][O:6][C:7]1[CH:12]=[CH:11][C:10]([Br:13])=[CH:9][CH:8]=1.C(Cl)Cl. (6) Given the product [C:21]([O:20][C@:19]1([CH3:51])[C@H:29]([O:30][C:31](=[O:38])[C:32]2[CH:37]=[CH:36][CH:35]=[CH:34][CH:33]=2)[C@@H:39]([CH2:41][O:42][C:43](=[O:50])[C:44]2[CH:45]=[CH:46][CH:47]=[CH:48][CH:49]=2)[O:40][C@H:18]1[N:1]1[CH:8]=[CH:7][C:5](=[O:6])[NH:4][C:2]1=[O:3])(=[O:28])[C:22]1[CH:27]=[CH:26][CH:25]=[CH:24][CH:23]=1, predict the reactants needed to synthesize it. The reactants are: [NH:1]1[CH:8]=[CH:7][C:5](=[O:6])[NH:4][C:2]1=[O:3].C(O[C@@H:18]1[O:40][C@H:39]([CH2:41][O:42][C:43](=[O:50])[C:44]2[CH:49]=[CH:48][CH:47]=[CH:46][CH:45]=2)[C@@H:29]([O:30][C:31](=[O:38])[C:32]2[CH:37]=[CH:36][CH:35]=[CH:34][CH:33]=2)[C@@:19]1([CH3:51])[O:20][C:21](=[O:28])[C:22]1[CH:27]=[CH:26][CH:25]=[CH:24][CH:23]=1)(=O)C1C=CC=CC=1.C([O-])(O)=O.[Na+]. (7) Given the product [CH2:30]([S:29][C:28]1[C:23]2[CH:22]=[CH:21][N:20]([C@H:4]3[CH2:3][C@@H:7]4[O:8][CH:9]([C:12]5[CH:13]=[CH:14][C:15]([O:18][CH3:19])=[CH:16][CH:17]=5)[O:10][CH2:11][C@@H:6]4[CH2:5]3)[C:24]=2[N:25]=[CH:26][N:27]=1)[C:31]1[CH:36]=[CH:35][CH:34]=[CH:33][CH:32]=1, predict the reactants needed to synthesize it. The reactants are: C(=S)(OC1C=CC=CC=1)O[C@@H:3]1[C@@H:7]2[O:8][CH:9]([C:12]3[CH:17]=[CH:16][C:15]([O:18][CH3:19])=[CH:14][CH:13]=3)[O:10][CH2:11][C@@H:6]2[CH2:5][C@H:4]1[N:20]1[C:24]2[N:25]=[CH:26][N:27]=[C:28]([S:29][CH2:30][C:31]3[CH:36]=[CH:35][CH:34]=[CH:33][CH:32]=3)[C:23]=2[CH:22]=[CH:21]1.N(C(C)(C)C#N)=NC(C)(C)C#N.C([SnH](CCCC)CCCC)CCC. (8) Given the product [F:31][CH:32]([F:37])[O:30][C:5]1[N:4]([CH2:1][CH2:2][CH3:3])[C:12](=[O:13])[C:11]2[NH:10][C:9]([C:14]3[CH:15]=[N:16][N:17]([CH2:19][C:20]4[CH:25]=[CH:24][CH:23]=[C:22]([C:26]([F:27])([F:29])[F:28])[CH:21]=4)[CH:18]=3)=[N:8][C:7]=2[N:6]=1, predict the reactants needed to synthesize it. The reactants are: [CH2:1]([N:4]1[C:12](=[O:13])[C:11]2[NH:10][C:9]([C:14]3[CH:15]=[N:16][N:17]([CH2:19][C:20]4[CH:25]=[CH:24][CH:23]=[C:22]([C:26]([F:29])([F:28])[F:27])[CH:21]=4)[CH:18]=3)=[N:8][C:7]=2[NH:6][C:5]1=[O:30])[CH2:2][CH3:3].[F:31][CH:32]([F:37])C(OCl)=O.[Na].C([O-])([O-])=O.[Cs+].[Cs+].CN(C=O)C. (9) Given the product [Cl:19][C:20]1[CH:21]=[CH:22][C:23]([C:26]([CH3:31])([CH2:27][OH:28])[C:32]([O:37][CH3:36])=[O:33])=[CH:24][CH:25]=1, predict the reactants needed to synthesize it. The reactants are: C([Li])CCC.CCCCCC.C(NC(C)C)(C)C.[Cl:19][C:20]1[CH:25]=[CH:24][C:23]([CH:26]([CH3:31])[C:27](OC)=[O:28])=[CH:22][CH:21]=1.[CH2:32]=[O:33].C(O)(=O)C[C:36](CC(O)=O)(C(O)=O)[OH:37]. (10) Given the product [C:1]([O:5][C:6]([NH:8][C@H:9]1[CH2:13][C@@:12]([CH2:17][O:18][CH2:19][CH3:20])([C:14]([O:16][CH3:21])=[O:15])[CH:11]=[CH:10]1)=[O:7])([CH3:4])([CH3:3])[CH3:2], predict the reactants needed to synthesize it. The reactants are: [C:1]([O:5][C:6]([NH:8][C@H:9]1[CH2:13][C@@:12]([CH2:17][O:18][CH2:19][CH3:20])([C:14]([OH:16])=[O:15])[CH:11]=[CH:10]1)=[O:7])([CH3:4])([CH3:3])[CH3:2].[CH2:21](O)C.